Dataset: NCI-60 drug combinations with 297,098 pairs across 59 cell lines. Task: Regression. Given two drug SMILES strings and cell line genomic features, predict the synergy score measuring deviation from expected non-interaction effect. (1) Drug 1: C1=CC(=CC=C1CCC2=CNC3=C2C(=O)NC(=N3)N)C(=O)NC(CCC(=O)O)C(=O)O. Drug 2: CN1C2=C(C=C(C=C2)N(CCCl)CCCl)N=C1CCCC(=O)O.Cl. Cell line: DU-145. Synergy scores: CSS=11.3, Synergy_ZIP=-3.74, Synergy_Bliss=0.356, Synergy_Loewe=-16.8, Synergy_HSA=-2.39. (2) Drug 1: CNC(=O)C1=CC=CC=C1SC2=CC3=C(C=C2)C(=NN3)C=CC4=CC=CC=N4. Drug 2: C1=C(C(=O)NC(=O)N1)N(CCCl)CCCl. Cell line: 786-0. Synergy scores: CSS=55.5, Synergy_ZIP=9.31, Synergy_Bliss=9.78, Synergy_Loewe=8.94, Synergy_HSA=9.47.